From a dataset of Full USPTO retrosynthesis dataset with 1.9M reactions from patents (1976-2016). Predict the reactants needed to synthesize the given product. (1) Given the product [CH2:1]([O:3][C:4]1[CH:5]=[C:6]([CH2:7][N:8]2[CH2:11][C:10]3([CH2:15][C:14]([N:16]4[CH2:17][CH2:18][C:19]([CH3:27])([C:22]([OH:24])=[O:23])[CH2:20][CH2:21]4)=[N:13][O:12]3)[CH2:9]2)[CH:28]=[C:29]([O:32][CH2:33][CH3:34])[C:30]=1[C:38]1[CH:39]=[CH:40][CH:41]=[CH:42][C:37]=1[O:36][CH3:35])[CH3:2], predict the reactants needed to synthesize it. The reactants are: [CH2:1]([O:3][C:4]1[CH:5]=[C:6]([CH:28]=[C:29]([O:32][CH2:33][CH3:34])[C:30]=1I)[CH2:7][N:8]1[CH2:11][C:10]2([CH2:15][C:14]([N:16]3[CH2:21][CH2:20][C:19]([CH3:27])([C:22]([O:24]CC)=[O:23])[CH2:18][CH2:17]3)=[N:13][O:12]2)[CH2:9]1)[CH3:2].[CH3:35][O:36][C:37]1[CH:42]=[CH:41][CH:40]=[CH:39][C:38]=1B(O)O. (2) Given the product [C:1]([O:5][C:6]([NH:7][C:8]1[CH:9]=[CH:10][C:11]([CH2:14][CH2:15][O:16][S:30]([C:27]2[CH:28]=[CH:29][C:24]([CH3:34])=[CH:25][CH:26]=2)(=[O:32])=[O:31])=[CH:12][CH:13]=1)=[O:17])([CH3:4])([CH3:2])[CH3:3], predict the reactants needed to synthesize it. The reactants are: [C:1]([O:5][C:6](=[O:17])[NH:7][C:8]1[CH:13]=[CH:12][C:11]([CH2:14][CH2:15][OH:16])=[CH:10][CH:9]=1)([CH3:4])([CH3:3])[CH3:2].N1C=CC=CC=1.[C:24]1([CH3:34])[CH:29]=[CH:28][C:27]([S:30](Cl)(=[O:32])=[O:31])=[CH:26][CH:25]=1. (3) Given the product [CH3:1][O:2][C:3]([C:4]1[CH:9]=[CH:8][C:7]2[C:13]([CH2:15][C:27]3[CH:28]=[CH:29][C:24]([Cl:23])=[CH:25][CH:26]=3)([CH3:14])[CH2:12][O:11][C:6]=2[CH:5]=1)=[O:16], predict the reactants needed to synthesize it. The reactants are: [CH3:1][O:2][C:3](=[O:16])[C:4]1[CH:9]=[CH:8][C:7](I)=[C:6]([O:11][CH2:12][C:13]([CH3:15])=[CH2:14])[CH:5]=1.C(=O)([O-])[O-].[K+].[K+].[Cl:23][C:24]1[CH:29]=[CH:28][C:27](B(O)O)=[CH:26][CH:25]=1. (4) Given the product [C:54]([C:58]1[CH:63]=[CH:62][C:61]([CH:3]2[CH2:4][CH2:5][CH2:6][C:1](=[O:7])[CH2:2]2)=[CH:60][CH:59]=1)([CH3:57])([CH3:56])[CH3:55], predict the reactants needed to synthesize it. The reactants are: [C:1]1(=[O:7])[CH2:6][CH2:5][CH2:4][CH:3]=[CH:2]1.C1(P(C2C=CC=CC=2)C2C=CC3C(=CC=CC=3)C=2C2C3C(=CC=CC=3)C=CC=2P(C2C=CC=CC=2)C2C=CC=CC=2)C=CC=CC=1.[C:54]([C:58]1[CH:63]=[CH:62][C:61](B(O)O)=[CH:60][CH:59]=1)([CH3:57])([CH3:56])[CH3:55].